This data is from Full USPTO retrosynthesis dataset with 1.9M reactions from patents (1976-2016). The task is: Predict the reactants needed to synthesize the given product. Given the product [Cl:5][C:6]1[CH:12]=[CH:11][C:9]([NH:10][C:32]([NH:31][C:25]2[CH:26]=[CH:27][CH:28]=[C:29]([Cl:30])[C:24]=2[Cl:23])=[O:33])=[C:8]([OH:13])[C:7]=1[S:14]([N:17]1[CH2:18][CH2:19][O:20][CH2:21][CH2:22]1)(=[O:15])=[O:16], predict the reactants needed to synthesize it. The reactants are: NC(N)=O.[Cl:5][C:6]1[CH:12]=[CH:11][C:9]([NH2:10])=[C:8]([OH:13])[C:7]=1[S:14]([N:17]1[CH2:22][CH2:21][O:20][CH2:19][CH2:18]1)(=[O:16])=[O:15].[Cl:23][C:24]1[C:29]([Cl:30])=[CH:28][CH:27]=[CH:26][C:25]=1[N:31]=[C:32]=[O:33].